The task is: Predict the reactants needed to synthesize the given product.. This data is from Full USPTO retrosynthesis dataset with 1.9M reactions from patents (1976-2016). (1) Given the product [C:3]1([C:1]#[C:2][C:26](=[O:27])[CH3:25])[CH:8]=[CH:7][CH:6]=[C:5]([C:9]#[C:10][C:16](=[O:18])[CH3:17])[CH:4]=1, predict the reactants needed to synthesize it. The reactants are: [C:1]([C:3]1[CH:8]=[CH:7][CH:6]=[C:5]([C:9]#[CH:10])[CH:4]=1)#[CH:2].C([Li])CCC.[CH2:16]([O:18]C(=O)C)[CH3:17].[NH4+].[Cl-].C1C[O:27][CH2:26][CH2:25]1. (2) Given the product [O:49]1[CH:10]=[CH:9][C:8]([C:11]2[CH:16]=[CH:15][C:14]([C:17](=[C:25]3[CH2:30][C:29]([CH3:32])([CH3:31])[CH2:28][C:27]([CH3:33])([CH3:34])[CH2:26]3)[C:18]3[CH:23]=[CH:22][C:21]([OH:24])=[CH:20][CH:19]=3)=[CH:13][CH:12]=2)=[CH:7]1, predict the reactants needed to synthesize it. The reactants are: CS(C1[CH:10]=[CH:9][C:8]([C:11]2[CH:16]=[CH:15][C:14]([C:17](=[C:25]3[CH2:30][C:29]([CH3:32])([CH3:31])[CH2:28][C:27]([CH3:34])([CH3:33])[CH2:26]3)[C:18]3[CH:23]=[CH:22][C:21]([OH:24])=[CH:20][CH:19]=3)=[CH:13][CH:12]=2)=[CH:7]C=1)(=O)=O.BrC1C=CC(C(=C2CC(C)(C)CC(C)(C)C2)C2C=CC([OH:49])=CC=2)=CC=1.O1C=CC(B(O)O)=C1.C([O-])([O-])=O.[Na+].[Na+]. (3) Given the product [CH3:11][C:12]1([CH3:32])[CH:21]2[CH2:22][C:20]2([CH2:23][OH:24])[C:19]2[CH:18]=[C:17]([C:28]([F:30])([F:29])[F:31])[CH:16]=[CH:15][C:14]=2[O:13]1, predict the reactants needed to synthesize it. The reactants are: [H-].C([Al+]CC(C)C)C(C)C.[CH3:11][C:12]1([CH3:32])[CH:21]2[CH2:22][C:20]2([C:23](OCC)=[O:24])[C:19]2[CH:18]=[C:17]([C:28]([F:31])([F:30])[F:29])[CH:16]=[CH:15][C:14]=2[O:13]1.C(O)(=O)CC(CC(O)=O)(C(O)=O)O. (4) Given the product [C:7]([C:6]1[CH:10]=[CH:11][C:3]([O:2][CH3:1])=[CH:4][C:5]=1[NH:12][C:21]([C:18]1[S:19][CH:20]=[C:16]([CH:13]([CH3:15])[CH3:14])[N:17]=1)=[O:22])(=[O:8])[NH2:9], predict the reactants needed to synthesize it. The reactants are: [CH3:1][O:2][C:3]1[CH:11]=[CH:10][C:6]([C:7]([NH2:9])=[O:8])=[C:5]([NH2:12])[CH:4]=1.[CH:13]([C:16]1[N:17]=[C:18]([C:21](O)=[O:22])[S:19][CH:20]=1)([CH3:15])[CH3:14].CCN=C=NCCCN(C)C.C(O)(=O)CC(CC(O)=O)(C(O)=O)O.